This data is from Forward reaction prediction with 1.9M reactions from USPTO patents (1976-2016). The task is: Predict the product of the given reaction. (1) Given the reactants [Cl-].[Al+3].[Cl-].[Cl-].[H-].[Al+3].[Li+].[H-].[H-].[H-].[F:11][C:12]1[CH:42]=[CH:41][C:15]([C:16]([NH:18][C:19]2[C:20]([CH3:40])=[C:21]([CH3:39])[C:22]3[O:26][C:25]([CH3:27])=[C:24]([C:28]4[CH:33]=[CH:32][C:31]([CH:34]([CH3:36])[CH3:35])=[CH:30][CH:29]=4)[C:23]=3[C:37]=2[CH3:38])=O)=[CH:14][CH:13]=1.[OH-].[Na+], predict the reaction product. The product is: [F:11][C:12]1[CH:13]=[CH:14][C:15]([CH2:16][NH:18][C:19]2[C:20]([CH3:40])=[C:21]([CH3:39])[C:22]3[O:26][C:25]([CH3:27])=[C:24]([C:28]4[CH:33]=[CH:32][C:31]([CH:34]([CH3:35])[CH3:36])=[CH:30][CH:29]=4)[C:23]=3[C:37]=2[CH3:38])=[CH:41][CH:42]=1. (2) Given the reactants [CH3:1][C@:2]1([C:19]([O-:21])=O)[CH2:7][CH2:6][CH2:5][CH2:4][N:3]1[CH2:8][C:9]1[CH:14]=[CH:13][C:12]([C:15]([F:18])([F:17])[F:16])=[CH:11][CH:10]=1.[Li+].Cl.[NH2:24][C:25]1([C:28]2[CH:37]=[CH:36][C:31]([C:32]([O:34][CH3:35])=[O:33])=[CH:30][CH:29]=2)[CH2:27][CH2:26]1, predict the reaction product. The product is: [CH3:1][C@:2]1([C:19]([NH:24][C:25]2([C:28]3[CH:37]=[CH:36][C:31]([C:32]([O:34][CH3:35])=[O:33])=[CH:30][CH:29]=3)[CH2:27][CH2:26]2)=[O:21])[CH2:7][CH2:6][CH2:5][CH2:4][N:3]1[CH2:8][C:9]1[CH:10]=[CH:11][C:12]([C:15]([F:18])([F:17])[F:16])=[CH:13][CH:14]=1. (3) Given the reactants [CH:1]([C:4]1[CH:9]=[CH:8][CH:7]=[C:6]([CH:10]([CH3:12])[CH3:11])[C:5]=1[N:13]1[CH:17]=[CH:16][N:15]=[CH:14]1)([CH3:3])[CH3:2].[Br:18][CH2:19][CH2:20]C, predict the reaction product. The product is: [Br-:18].[CH:1]([C:4]1[CH:9]=[CH:8][CH:7]=[C:6]([CH:10]([CH3:12])[CH3:11])[C:5]=1[N+:13]1[CH:17]=[CH:16][N:15]([CH2:19][CH3:20])[CH:14]=1)([CH3:2])[CH3:3]. (4) Given the reactants [CH3:1][O:2][C:3]1[CH:4]=[C:5]([N:11]2[C:16](=[O:17])[CH:15]=[C:14](O)[C:13]([C:19]([NH2:21])=O)=[N:12]2)[CH:6]=[CH:7][C:8]=1[O:9][CH3:10].P(Cl)(Cl)([Cl:24])=O, predict the reaction product. The product is: [Cl:24][C:14]1[C:13]([C:19]#[N:21])=[N:12][N:11]([C:5]2[CH:6]=[CH:7][C:8]([O:9][CH3:10])=[C:3]([O:2][CH3:1])[CH:4]=2)[C:16](=[O:17])[CH:15]=1. (5) Given the reactants [NH2:1][C:2]1[N:6]([CH2:7][CH3:8])[N:5]=[CH:4][CH:3]=1.C(O[C:12](=[C:14]([C:20]([O:22][CH2:23][CH3:24])=[O:21])[C:15](OCC)=O)[CH3:13])C.P(Cl)(Cl)([Cl:27])=O, predict the reaction product. The product is: [Cl:27][C:15]1[C:14]([C:20]([O:22][CH2:23][CH3:24])=[O:21])=[C:12]([CH3:13])[N:1]=[C:2]2[N:6]([CH2:7][CH3:8])[N:5]=[CH:4][C:3]=12. (6) Given the reactants [Br:1][C:2]1[C:10]2[C:6](=[N:7][S:8][N:9]=2)[C:5](Br)=[CH:4][CH:3]=1.[N+:12]([O-])([OH:14])=[O:13], predict the reaction product. The product is: [Br:1][C:2]1[C:10]2[C:6](=[N:7][S:8][N:9]=2)[C:5]([N+:12]([O-:14])=[O:13])=[CH:4][CH:3]=1.